Dataset: Experimentally validated miRNA-target interactions with 360,000+ pairs, plus equal number of negative samples. Task: Binary Classification. Given a miRNA mature sequence and a target amino acid sequence, predict their likelihood of interaction. (1) The miRNA is mmu-miR-466a-3p with sequence UAUACAUACACGCACACAUAAGA. The protein sequence of the target gene is MESGTVLLESKSSPLNLLHEMHELRLLGHLCDVTVSIENQGVHEDFMAHKAVLAATSKFFKEVFLNEKSADGTRTNVYLNEVQAVDFASFLEFVYTAKVRVEEDRVQQMLEVAEKLKCLDLSETCLQLKKQMLESVLLELQNFSESQEVEASSGPQVSVTPSSKASVPGEDAHSNGLVDSSDYPIERLGNGLSPETPSKKCKEKLDKKKDVAKPPFPKIRRASGRLAGKKVFVEIPKKKYTRRLREQQKSAEEAAENDKCPQDQSPDNERMETEPAAKSEACPASVELEESLQKVEGEKE.... Result: 0 (no interaction). (2) The miRNA is mmu-miR-1971 with sequence GUAAAGGCUGGGCUGAGA. The protein sequence of the target gene is MAGSEDKRVVGTLHLLLLQATVLSLTAGNLSLVSAAWTQEKNHHQPAHLNSSSLQQVAEGTSISEMWQNDLRPLLIERYPGSPGSYSARQHIMQRIQRLQAEWVVEVDTFLSRTPYGYRSFSNIISTLNPEAKRHLVLACHYDSKYFPRWDSRVFVGATDSAVPCAMMLELARALDKKLHSLKDVSGSKPDLSLRLIFFDGEEAFHHWSPQDSLYGSRHLAQKMASSPHPPGSRGTNQLDGMDLLVLLDLIGAANPTFPNFFPKTTRWFNRLQAIEKELYELGLLKDHSLERKYFQNFGY.... Result: 1 (interaction). (3) The miRNA is mmu-miR-1902 with sequence AGAGGUGCAGUAGGCAUGACUU. The protein sequence of the target gene is MPKSKELVSSSSSGSDSDSEVEKKLKRKKQAVPEKPVKKQKPGETSRALASSKQSSSSRDDNMFQIGKMRYVSVRDFKGKILIDIREYWMDSEGEMKPGRKGISLNMEQWSQLKEQISDIDDAVRKL. Result: 0 (no interaction). (4) The miRNA is hsa-miR-4638-3p with sequence CCUGGACACCGCUCAGCCGGCCG. The protein sequence of the target gene is MSWAAVLAVAAARFGHFWGCRWPGPMAQGWAGFSEEELRRLKQTKDPFEPQRRLPAKKSRQQLQREKALVEQSQKLGLQDGSTSLLPEQLLSAPKQRVNVQKPPFSSPTLPSHFTLTSPVGDGQPQGIESQPKELGLENSHDGHNNVEILPPKPDCKLEKKKVELQEKSRWEVLQQEQRLMEEKNKRKKALLAKAIAERSKRTQAETMKLKRIQKELQALDDMVSADIGILRNRIDQASLDYSYARKRFDRAEAEYIAAKLDIQRKTEIKEQLTEHLCTIIQQNELRKAKKLEELMQQLD.... Result: 0 (no interaction). (5) The miRNA is hsa-miR-4722-3p with sequence ACCUGCCAGCACCUCCCUGCAG. The protein sequence of the target gene is MEIPMGTQGCFSKSLLLSASILVLWMLQGSQAALYIQKIPEQPQKNQDLLLSVQGVPDTFQDFNWYLGEETYGGTRLFTYIPGIQRPQRDGSAMGQRDIVGFPNGSMLLRRAQPTDSGTYQVAITINSEWTMKAKTEVQVAEKNKELPSTHLPTNAGILAATIIGSLAAGALLISCIAYLLVTRNWRGQSHRLPAPRGQGSLSILCSAVSPVPSVTPSTWMATTEKPELGPAHDAGDNNIYEVMPSPVLLVSPISDTRSINPARPLPTPPHLQAEPENHQYQQDLLNPDPAPYCQLVPTS.... Result: 1 (interaction). (6) The miRNA is mmu-miR-654-3p with sequence UAUGUCUGCUGACCAUCACCUU. The protein sequence of the target gene is MRHSLTKLLAASGRDFPSRRDSREPPATRAPPREPSGAAAGAETPRPGSPDREQPHGDGDGGEPEARSGSRGSVAVRAPAPSPLKMEEEEEDAIAMVPKEEPEDMDFLSGLELADLLDPRQPDWHLEPGLSSPGPLSSSGGGSESGGLLRGDDDDDTAAAEMQRFSDLLQRLLNGIGGCSSGGDRGGGEKRRRKSPGAGGGGANDGNQAATKSPRKAAAAAARLNRLKKKEYVMGLESRVRGLAAENQELRAENRELGKRVQALQEESRYLRAVLANETGLARLLSRLSGVGLRLTTSLF.... Result: 1 (interaction). (7) The miRNA is hsa-miR-625-5p with sequence AGGGGGAAAGUUCUAUAGUCC. The protein sequence of the target gene is MYNMMETELKPPGPQQTSGGGGGNSTAAAAGGNQKNSPDRVKRPMNAFMVWSRGQRRKMAQENPKMHNSEISKRLGAEWKLLSETEKRPFIDEAKRLRALHMKEHPDYKYRPRRKTKTLMKKDKYTLPGGLLAPGGNSMASGVGVGAGLGAGVNQRMDSYAHMNGWSNGSYSMMQDQLGYPQHPGLNAHGAAQMQPMHRYDVSALQYNSMTSSQTYMNGSPTYSMSYSQQGTPGMALGSMGSVVKSEASSSPPVVTSSSHSRAPCQAGDLRDMISMYLPGAEVPEPAAPSRLHMSQHYQS.... Result: 1 (interaction). (8) The miRNA is mmu-miR-677-5p with sequence UUCAGUGAUGAUUAGCUUCUGA. The protein sequence of the target gene is MPLLWLRGFLLASCWIIVRSSPTPGSEGHGSAPDCPSCALATLPKDGPNSQPEMVEAVKKHILNMLHLKKRPDVTQPVPKAALLNAIRKLHVGKVGENGYVEIEDDIGRRAEMNELMEQTSEIITFAESGTARKTLHFEISKEGSDLSVVERAEVWLFLKVPKANRTRTKVTIRLFQQQKHPQGSLDTGDEAEEMGLKGERSELLLSEKVVDARKSTWHIFPVSSSIQRLLDQGKSSLDVRIACEQCQESGASLVLLGKKKKKEVDGDGKKKDGSDGGLEEEKEQSHRPFLMLQARQSED.... Result: 0 (no interaction).